Dataset: Reaction yield outcomes from USPTO patents with 853,638 reactions. Task: Predict the reaction yield, written as a fraction of the theoretical maximum amount of product (1.0 means a 100% yield; for example, 0.34 means a 34% yield). (1) The catalyst is C(O)(=O)C.C(Cl)(Cl)Cl. The yield is 0.970. The product is [Br:1][C:18]1[S:17][C:16]([NH:15][C:14]([NH:13][C:11](=[O:12])[C:10]([Cl:9])([Cl:25])[Cl:26])=[O:24])=[C:20]([C:21]([NH2:23])=[O:22])[CH:19]=1. The reactants are [Br:1]N1C(=O)CCC1=O.[Cl:9][C:10]([Cl:26])([Cl:25])[C:11]([NH:13][C:14](=[O:24])[NH:15][C:16]1[S:17][CH:18]=[CH:19][C:20]=1[C:21]([NH2:23])=[O:22])=[O:12].C(OCC)C. (2) The reactants are [Br:1][C:2]1[CH:3]=[C:4]([N+:13]([O-])=O)[C:5]([CH3:12])=[C:6]([CH:11]=1)[C:7]([O:9][CH3:10])=[O:8].[Cl-].[NH4+].O. The catalyst is CO.[Fe]. The yield is 0.510. The product is [NH2:13][C:4]1[C:5]([CH3:12])=[C:6]([CH:11]=[C:2]([Br:1])[CH:3]=1)[C:7]([O:9][CH3:10])=[O:8].